This data is from Catalyst prediction with 721,799 reactions and 888 catalyst types from USPTO. The task is: Predict which catalyst facilitates the given reaction. (1) Reactant: [CH:1]1([C@H:4]2[C@H:13]([CH3:14])[C@@H:12]([NH:15][C:16]3[CH:21]=[N:20][C:19]([CH3:22])=[CH:18][N:17]=3)[C:11]3[C:6](=[CH:7][CH:8]=[C:9]([C:23]4[CH2:24][CH2:25][O:26][CH2:27][CH:28]=4)[CH:10]=3)[N:5]2[C:29](=[O:31])[CH3:30])[CH2:3][CH2:2]1. Product: [CH:1]1([C@H:4]2[C@H:13]([CH3:14])[C@@H:12]([NH:15][C:16]3[CH:21]=[N:20][C:19]([CH3:22])=[CH:18][N:17]=3)[C:11]3[C:6](=[CH:7][CH:8]=[C:9]([CH:23]4[CH2:24][CH2:25][O:26][CH2:27][CH2:28]4)[CH:10]=3)[N:5]2[C:29](=[O:31])[CH3:30])[CH2:2][CH2:3]1. The catalyst class is: 29. (2) Reactant: [C:1]([C:3]1[N:8]=[CH:7][C:6]([CH2:9][O:10][C:11]2[CH:34]=[CH:33][C:14]3[C:15]([CH2:18][CH2:19][CH:20]4[CH2:25][CH2:24][N:23](C(OC(C)(C)C)=O)[CH2:22][CH2:21]4)=[N:16][O:17][C:13]=3[C:12]=2[CH2:35][N:36]([CH3:38])[CH3:37])=[CH:5][CH:4]=1)#[N:2].Cl. Product: [CH3:37][N:36]([CH2:35][C:12]1[C:13]2[O:17][N:16]=[C:15]([CH2:18][CH2:19][CH:20]3[CH2:21][CH2:22][NH:23][CH2:24][CH2:25]3)[C:14]=2[CH:33]=[CH:34][C:11]=1[O:10][CH2:9][C:6]1[CH:5]=[CH:4][C:3]([C:1]#[N:2])=[N:8][CH:7]=1)[CH3:38]. The catalyst class is: 2. (3) Reactant: [OH:1][C:2]1[C:3]([CH2:13][CH2:14][C:15]2[CH:20]=[CH:19][CH:18]=[CH:17][CH:16]=2)=[C:4]2[C:9](=[CH:10][CH:11]=1)[C:8](=[O:12])[CH2:7][CH2:6][CH2:5]2.C(=O)([O-])[O-].[K+].[K+].Br[C:28]([CH3:35])([CH3:34])[C:29]([O:31][CH2:32][CH3:33])=[O:30]. Product: [CH3:34][C:28]([O:1][C:2]1[CH:11]=[CH:10][C:9]2[C:8](=[O:12])[CH2:7][CH2:6][CH2:5][C:4]=2[C:3]=1[CH2:13][CH2:14][C:15]1[CH:16]=[CH:17][CH:18]=[CH:19][CH:20]=1)([CH3:35])[C:29]([O:31][CH2:32][CH3:33])=[O:30]. The catalyst class is: 10. (4) Reactant: [Br:1][C:2]1[CH:10]=[C:9]2[C:5]([CH:6]=[CH:7][NH:8]2)=[CH:4][CH:3]=1.[H-].[Na+].N#N.[CH3:15][S:16](Cl)(=[O:18])=[O:17]. Product: [Br:1][C:2]1[CH:10]=[C:9]2[C:5]([CH:6]=[CH:7][N:8]2[S:16]([CH3:15])(=[O:18])=[O:17])=[CH:4][CH:3]=1. The catalyst class is: 3. (5) Reactant: [Cl:1][C:2]1[CH:3]=[C:4]([C:12]2([C:32]([F:35])([F:34])[F:33])[O:16][N:15]=[C:14]([C:17]3[CH:22]=[CH:21][C:20]([C:23]([N:25]4[CH2:29][C:28](=[O:30])[NH:27][CH2:26]4)=[O:24])=[C:19]([CH3:31])[CH:18]=3)[CH2:13]2)[CH:5]=[C:6]([C:8]([F:11])([F:10])[F:9])[CH:7]=1.[H-].[Na+].Cl[CH2:39][S:40][CH3:41]. Product: [Cl:1][C:2]1[CH:3]=[C:4]([C:12]2([C:32]([F:33])([F:34])[F:35])[O:16][N:15]=[C:14]([C:17]3[CH:22]=[CH:21][C:20]([C:23]([N:25]4[CH2:29][C:28](=[O:30])[N:27]([CH2:39][S:40][CH3:41])[CH2:26]4)=[O:24])=[C:19]([CH3:31])[CH:18]=3)[CH2:13]2)[CH:5]=[C:6]([C:8]([F:11])([F:10])[F:9])[CH:7]=1. The catalyst class is: 7. (6) Reactant: [CH3:1][N:2]1[CH:6]=[C:5]([C:7](O)=[O:8])[C:4]([CH3:10])=[N:3]1.O1CCCC1.S(Cl)(Cl)=O.[NH2:20][C:21]1[CH:22]=[C:23]([CH:40]=[CH:41][C:42]=1[CH3:43])[O:24][C:25]1[CH:26]=[CH:27][C:28]2[N:29]([N:31]=[C:32]([NH:34][C:35]([CH:37]3[CH2:39][CH2:38]3)=[O:36])[N:33]=2)[CH:30]=1. Product: [CH:37]1([C:35]([NH:34][C:32]2[N:33]=[C:28]3[CH:27]=[CH:26][C:25]([O:24][C:23]4[CH:40]=[CH:41][C:42]([CH3:43])=[C:21]([NH:20][C:7]([C:5]5[C:4]([CH3:10])=[N:3][N:2]([CH3:1])[CH:6]=5)=[O:8])[CH:22]=4)=[CH:30][N:29]3[N:31]=2)=[O:36])[CH2:38][CH2:39]1. The catalyst class is: 402.